From a dataset of Forward reaction prediction with 1.9M reactions from USPTO patents (1976-2016). Predict the product of the given reaction. Given the reactants [F:1][C:2]([F:20])([F:19])[C:3]([N:5]1[CH2:11][CH:10]([CH3:12])[C:9]2[CH:13]=[CH:14][C:15]([O:17][CH3:18])=[CH:16][C:8]=2[CH2:7][CH2:6]1)=[O:4].[Cl:21]N1C(=O)CCC1=O, predict the reaction product. The product is: [F:20][C:2]([F:1])([F:19])[C:3]([N:5]1[CH2:11][CH:10]([CH3:12])[C:9]2[CH:13]=[C:14]([Cl:21])[C:15]([O:17][CH3:18])=[CH:16][C:8]=2[CH2:7][CH2:6]1)=[O:4].